Task: Predict the reaction yield, written as a fraction of the theoretical maximum amount of product (1.0 means a 100% yield; for example, 0.34 means a 34% yield).. Dataset: Reaction yield outcomes from USPTO patents with 853,638 reactions (1) The reactants are [C:1]([O:5][C:6]([N:8]1[CH2:25][CH2:24][C:11]2([N:15]=[C:14]([C:16]3[CH:21]=[CH:20][CH:19]=[C:18](Br)[CH:17]=3)[NH:13][C:12]2=[O:23])[CH2:10][CH2:9]1)=[O:7])([CH3:4])([CH3:3])[CH3:2].[CH3:26][C:27]1[C:31](B(O)O)=[C:30]([CH3:35])[O:29][N:28]=1.[O-]P([O-])([O-])=O.[K+].[K+].[K+]. The catalyst is O1CCOCC1. The product is [C:1]([O:5][C:6]([N:8]1[CH2:25][CH2:24][C:11]2([N:15]=[C:14]([C:16]3[CH:21]=[CH:20][CH:19]=[C:18]([C:31]4[C:27]([CH3:26])=[N:28][O:29][C:30]=4[CH3:35])[CH:17]=3)[NH:13][C:12]2=[O:23])[CH2:10][CH2:9]1)=[O:7])([CH3:4])([CH3:3])[CH3:2]. The yield is 0.850. (2) The reactants are [C-:1]#[N:2].[Na+].Cl[CH2:5][C:6]1[CH:7]=[CH:8][C:9]([O:12][CH3:13])=[N:10][CH:11]=1. The catalyst is CS(C)=O.[Cl-].[Na+].O. The product is [CH3:13][O:12][C:9]1[N:10]=[CH:11][C:6]([CH2:5][C:1]#[N:2])=[CH:7][CH:8]=1. The yield is 0.638. (3) The reactants are [NH2:1][CH2:2][C:3]1[CH:4]=[C:5]([C:10]2[CH:15]=[CH:14][CH:13]=[C:12]([CH2:16][N:17]3[CH2:22][CH2:21][N:20](C(OC(C)(C)C)=O)[C@@H:19]([CH3:30])[CH2:18]3)[CH:11]=2)[CH:6]=[CH:7][C:8]=1[F:9].[CH2:31]([O:33][C:34]1[CH:35]=[C:36]([CH:40]=[CH:41][CH:42]=1)[C:37](O)=[O:38])[CH3:32].CN(C(ON1N=NC2C=CC=NC1=2)=[N+](C)C)C.F[P-](F)(F)(F)(F)F.C(N(C(C)C)CC)(C)C. The catalyst is CN(C=O)C. The product is [CH2:31]([O:33][C:34]1[CH:35]=[C:36]([CH:40]=[CH:41][CH:42]=1)[C:37]([NH:1][CH2:2][C:3]1[CH:4]=[C:5]([C:10]2[CH:15]=[CH:14][CH:13]=[C:12]([CH2:16][N:17]3[CH2:22][CH2:21][NH:20][C@@H:19]([CH3:30])[CH2:18]3)[CH:11]=2)[CH:6]=[CH:7][C:8]=1[F:9])=[O:38])[CH3:32]. The yield is 0.337. (4) The reactants are [CH2:1]([CH:3]1[O:8][C:7]2[CH:9]=[C:10](I)[CH:11]=[CH:12][C:6]=2[O:5][CH2:4]1)[CH3:2].[CH3:14][N:15](C=O)C. The catalyst is [C-]#N.[C-]#N.[Zn+2].C1C=CC([P]([Pd]([P](C2C=CC=CC=2)(C2C=CC=CC=2)C2C=CC=CC=2)([P](C2C=CC=CC=2)(C2C=CC=CC=2)C2C=CC=CC=2)[P](C2C=CC=CC=2)(C2C=CC=CC=2)C2C=CC=CC=2)(C2C=CC=CC=2)C2C=CC=CC=2)=CC=1. The product is [CH2:1]([CH:3]1[CH2:4][O:5][C:6]2[CH:12]=[CH:11][C:10]([C:14]#[N:15])=[CH:9][C:7]=2[O:8]1)[CH3:2]. The yield is 0.920. (5) The reactants are [CH3:1][N:2]([C:7]1[CH:8]=[C:9]([C:17]([O:19][CH3:20])=[O:18])[CH:10]=[C:11]([CH:16]=1)[C:12]([O:14]C)=[O:13])[S:3]([CH3:6])(=[O:5])=[O:4].[OH-].[Na+]. The catalyst is C1COCC1.CO.O. The product is [CH3:20][O:19][C:17]([C:9]1[CH:10]=[C:11]([CH:16]=[C:7]([N:2]([CH3:1])[S:3]([CH3:6])(=[O:5])=[O:4])[CH:8]=1)[C:12]([OH:14])=[O:13])=[O:18]. The yield is 0.750. (6) The reactants are [Cl:1][C:2]1[C:7]([CH3:8])=[CH:6][CH:5]=[CH:4][N:3]=1.OO.NC(N)=[O:13].C(N)(N)=O.OO.FC(F)(F)C(O)=O.S(S([O-])=O)([O-])=O.[Na+].[Na+].Cl. The catalyst is ClCCl. The product is [Cl:1][C:2]1[C:7]([CH3:8])=[CH:6][CH:5]=[CH:4][N+:3]=1[O-:13]. The yield is 0.630. (7) The reactants are [NH2:1][CH2:2][CH:3]1[CH2:8][CH2:7][N:6]([C:9]([O:11][C:12]([CH3:15])([CH3:14])[CH3:13])=[O:10])[CH2:5][CH2:4]1.[CH3:16][C:17]1[NH:18][CH:19]=[C:20]([CH:22]=O)[N:21]=1.[C:24](O[BH-](OC(=O)C)OC(=O)C)(=[O:26])C.[Na+].[OH-].[Na+]. The yield is 0.590. The product is [CH3:16][C:17]1[N:21]2[C:24](=[O:26])[N:1]([CH2:2][CH:3]3[CH2:8][CH2:7][N:6]([C:9]([O:11][C:12]([CH3:15])([CH3:14])[CH3:13])=[O:10])[CH2:5][CH2:4]3)[CH2:22][C:20]2=[CH:19][N:18]=1. The catalyst is ClCCCl.C(O)(=O)C. (8) The reactants are [C:1]1([C:35]2[CH:40]=[CH:39][CH:38]=[CH:37][CH:36]=2)[CH:6]=[C:5]([CH2:7][NH:8][CH2:9][CH2:10][CH2:11][NH:12][CH2:13][CH2:14][CH2:15][NH:16][CH2:17][CH2:18][CH2:19][CH3:20])[CH:4]=[C:3]([CH2:21][NH:22][CH2:23][CH2:24][CH2:25][NH:26][CH2:27][CH2:28][CH2:29][NH:30][CH2:31][CH2:32][CH2:33][CH3:34])[CH:2]=1.[ClH:41]. No catalyst specified. The product is [ClH:41].[C:1]1([C:35]2[CH:40]=[CH:39][CH:38]=[CH:37][CH:36]=2)[CH:2]=[C:3]([CH2:21][NH:22][CH2:23][CH2:24][CH2:25][NH:26][CH2:27][CH2:28][CH2:29][NH:30][CH2:31][CH2:32][CH2:33][CH3:34])[CH:4]=[C:5]([CH2:7][NH:8][CH2:9][CH2:10][CH2:11][NH:12][CH2:13][CH2:14][CH2:15][NH:16][CH2:17][CH2:18][CH2:19][CH3:20])[CH:6]=1. The yield is 0.510. (9) The reactants are [CH3:1][C:2]1[C:3]([N:10]2[N:14]=[CH:13][CH:12]=[N:11]2)=[C:4]([CH:7]=[CH:8][CH:9]=1)[C:5]#N.[OH-:15].[Na+].C[OH:18]. The catalyst is O. The product is [CH3:1][C:2]1[C:3]([N:10]2[N:14]=[CH:13][CH:12]=[N:11]2)=[C:4]([CH:7]=[CH:8][CH:9]=1)[C:5]([OH:18])=[O:15]. The yield is 0.780.